From a dataset of Forward reaction prediction with 1.9M reactions from USPTO patents (1976-2016). Predict the product of the given reaction. (1) Given the reactants C(=O)([O-])[O-].[Cs+].[Cs+].[O:7]1[CH2:11][CH2:10][NH:9][C:8]1=[O:12].[C:13]1([C:32]2[CH:37]=[CH:36][CH:35]=[CH:34][CH:33]=2)[CH:18]=CC=CC=1P(C1CCCCC1)C1CCCCC1.[CH3:38][N:39]1[CH2:44][CH2:43][NH:42][CH2:41][CH2:40]1, predict the reaction product. The product is: [CH3:38][N:39]1[CH2:44][CH2:43][N:42]([C:32]2[CH:33]=[CH:34][C:11]([CH2:10][N:9]3[CH2:18][C@@H:13]([C:32]4[CH:33]=[CH:34][CH:35]=[CH:36][CH:37]=4)[O:7][C:8]3=[O:12])=[CH:18][CH:13]=2)[CH2:41][CH2:40]1. (2) Given the reactants [C:1]([O:5][C:6](=[O:29])[N:7]([CH:9]1[CH:13]([C:14]2[CH:19]=[CH:18][C:17]([Cl:20])=[C:16]([Cl:21])[CH:15]=2)[CH2:12][N:11](CC2C=CC=CC=2)[CH2:10]1)[CH3:8])([CH3:4])([CH3:3])[CH3:2].ClC(OCC(Cl)(Cl)Cl)=O, predict the reaction product. The product is: [C:1]([O:5][C:6](=[O:29])[N:7]([CH:9]1[CH:13]([C:14]2[CH:19]=[CH:18][C:17]([Cl:20])=[C:16]([Cl:21])[CH:15]=2)[CH2:12][NH:11][CH2:10]1)[CH3:8])([CH3:4])([CH3:2])[CH3:3]. (3) Given the reactants Cl.[CH2:2]([O:9][C:10](=[O:16])[C@H:11]1[CH2:15][CH2:14][CH2:13][NH:12]1)[C:3]1[CH:8]=[CH:7][CH:6]=[CH:5][CH:4]=1.[C:17]1([C:26]([OH:28])=O)[CH:22]=[CH:21][CH:20]=[C:19]([C:23]([OH:25])=O)[CH:18]=1, predict the reaction product. The product is: [CH2:2]([O:9][C:10]([C@H:11]1[CH2:15][CH2:14][CH2:13][N:12]1[C:23](=[O:25])[C:19]1[CH:20]=[CH:21][CH:22]=[C:17]([C:26]([N:12]2[CH2:13][CH2:14][CH2:15][C@@H:11]2[C:10]([O:9][CH2:2][C:3]2[CH:8]=[CH:7][CH:6]=[CH:5][CH:4]=2)=[O:16])=[O:28])[CH:18]=1)=[O:16])[C:3]1[CH:4]=[CH:5][CH:6]=[CH:7][CH:8]=1. (4) Given the reactants [C:1]1([N:7]=[C:8]=[O:9])[CH:6]=[CH:5][CH:4]=[CH:3][CH:2]=1.[NH2:10][CH2:11][CH2:12][CH2:13][NH:14][C:15]1[C:25]2[CH2:24][CH2:23][N:22]([C:26](=[O:31])[C:27]([F:30])([F:29])[F:28])[CH2:21][CH2:20][C:19]=2[CH:18]=[CH:17][C:16]=1[Cl:32], predict the reaction product. The product is: [Cl:32][C:16]1[CH:17]=[CH:18][C:19]2[CH2:20][CH2:21][N:22]([C:26](=[O:31])[C:27]([F:29])([F:28])[F:30])[CH2:23][CH2:24][C:25]=2[C:15]=1[NH:14][CH2:13][CH2:12][CH2:11][NH:10][C:8]([NH:7][C:1]1[CH:6]=[CH:5][CH:4]=[CH:3][CH:2]=1)=[O:9]. (5) Given the reactants [C:1](=[O:4])([O-])[O-].[NH4+:5].[NH4+:6].[C-]#N.[Na+].[CH3:10][O:11][C:12]1([CH2:19][O:20][CH3:21])[CH2:17][CH2:16][C:15](=O)[CH2:14][CH2:13]1.[CH2:22]([OH:24])C, predict the reaction product. The product is: [CH3:10][O:11][C:12]1([CH2:19][O:20][CH3:21])[CH2:17][CH2:16][C:15]2([NH:6][C:22](=[O:24])[NH:5][C:1]2=[O:4])[CH2:14][CH2:13]1. (6) Given the reactants [CH3:1][C:2]1[CH:3]=[C:4]([CH:14]=[CH:15][CH:16]=1)[O:5][C:6]1[CH:7]=[C:8]([CH:11]=[CH:12][CH:13]=1)[C:9]#[N:10].[H-].[Al+3].[Li+].[H-].[H-].[H-].C1COCC1.[OH-].[Na+], predict the reaction product. The product is: [CH3:1][C:2]1[CH:3]=[C:4]([CH:14]=[CH:15][CH:16]=1)[O:5][C:6]1[CH:7]=[C:8]([CH:11]=[CH:12][CH:13]=1)[CH2:9][NH2:10].